From a dataset of Full USPTO retrosynthesis dataset with 1.9M reactions from patents (1976-2016). Predict the reactants needed to synthesize the given product. Given the product [OH:8][C:9]1[CH:10]=[CH:11][C:12]([N:15]2[C:19]3=[N:20][CH:21]=[CH:22][C:23]([CH3:24])=[C:18]3[N:17]([CH:25]([CH3:26])[CH3:27])[C:16]2=[O:28])=[CH:13][CH:14]=1, predict the reactants needed to synthesize it. The reactants are: C([O:8][C:9]1[CH:14]=[CH:13][C:12]([N:15]2[C:19]3=[N:20][CH:21]=[CH:22][C:23]([CH3:24])=[C:18]3[N:17]([CH:25]([CH3:27])[CH3:26])[C:16]2=[O:28])=[CH:11][CH:10]=1)C1C=CC=CC=1.